From a dataset of Forward reaction prediction with 1.9M reactions from USPTO patents (1976-2016). Predict the product of the given reaction. (1) Given the reactants Cl[C:2]1[N:3]=[C:4]([N:27]2[CH2:32][CH2:31][O:30][CH2:29][CH2:28]2)[C:5]2[S:10][C:9]([C:11]3[CH:12]=[C:13]([C:17]([N:19]4[CH2:24][CH2:23][N:22]([CH3:25])[CH2:21][CH2:20]4)=[O:18])[CH:14]=[CH:15][CH:16]=3)=[C:8]([CH3:26])[C:6]=2[N:7]=1.[NH:33]1[C:41]2[C:36](=[CH:37][C:38](B3OC(C)(C)C(C)(C)O3)=[CH:39][N:40]=2)[CH:35]=[CH:34]1, predict the reaction product. The product is: [CH3:26][C:8]1[C:6]2[N:7]=[C:2]([C:38]3[CH:37]=[C:36]4[CH:35]=[CH:34][NH:33][C:41]4=[N:40][CH:39]=3)[N:3]=[C:4]([N:27]3[CH2:32][CH2:31][O:30][CH2:29][CH2:28]3)[C:5]=2[S:10][C:9]=1[C:11]1[CH:12]=[C:13]([C:17]([N:19]2[CH2:24][CH2:23][N:22]([CH3:25])[CH2:21][CH2:20]2)=[O:18])[CH:14]=[CH:15][CH:16]=1. (2) The product is: [N+:15]([C:5]1[C:6]([NH:8][CH2:9][C:10]([O:12][CH2:13][CH3:14])=[O:11])=[N:7][C:2]([C:24]2[CH:23]=[CH:22][CH:21]=[C:20]([C:19]([F:30])([F:29])[F:18])[CH:25]=2)=[CH:3][CH:4]=1)([O-:17])=[O:16]. Given the reactants Cl[C:2]1[N:7]=[C:6]([NH:8][CH2:9][C:10]([O:12][CH2:13][CH3:14])=[O:11])[C:5]([N+:15]([O-:17])=[O:16])=[CH:4][CH:3]=1.[F:18][C:19]([F:30])([F:29])[C:20]1[CH:21]=[C:22](B(O)O)[CH:23]=[CH:24][CH:25]=1.C(=O)([O-])[O-].[Cs+].[Cs+], predict the reaction product. (3) The product is: [F:28][C:2]([F:1])([F:27])[C:3]1[CH:4]=[CH:5][C:6]([C:9]2[CH:14]=[C:13]([CH2:15][NH2:16])[CH:12]=[C:11]([C:17]3[CH:22]=[CH:21][C:20]([C:23]([F:26])([F:24])[F:25])=[CH:19][CH:18]=3)[N:10]=2)=[CH:7][CH:8]=1. Given the reactants [F:1][C:2]([F:28])([F:27])[C:3]1[CH:8]=[CH:7][C:6]([C:9]2[CH:14]=[C:13]([C:15]#[N:16])[CH:12]=[C:11]([C:17]3[CH:22]=[CH:21][C:20]([C:23]([F:26])([F:25])[F:24])=[CH:19][CH:18]=3)[N:10]=2)=[CH:5][CH:4]=1.[H-].[H-].[H-].[H-].[Li+].[Al+3], predict the reaction product. (4) Given the reactants [C:1](=O)([O-])[O-].[K+].[K+].[Br:7][C:8]1[C:9]([CH3:17])=[C:10]([CH:14]=[CH:15][CH:16]=1)[C:11]([OH:13])=[O:12].IC, predict the reaction product. The product is: [CH3:1][O:12][C:11](=[O:13])[C:10]1[CH:14]=[CH:15][CH:16]=[C:8]([Br:7])[C:9]=1[CH3:17]. (5) Given the reactants C(OC(=O)N[C@H](C(=O)NC1N(C(C)(C)C)N=C(C2(C3C=CC=CC=3)CCN(C3CC3)CC2)C=1)C)C1C=CC=CC=1.[F:41][C:42]1[CH:43]=[C:44]([CH2:49][C:50]([NH:52][CH:53]([S:66][CH:67](C)C)[C:54]([NH:56][C:57]2[NH:61][N:60]=[C:59]([C:62]([CH3:65])([CH3:64])[CH3:63])[CH:58]=2)=[O:55])=[O:51])[CH:45]=[C:46]([F:48])[CH:47]=1, predict the reaction product. The product is: [F:41][C:42]1[CH:43]=[C:44]([CH2:49][C:50]([NH:52][CH:53]([S:66][CH3:67])[C:54]([NH:56][C:57]2[NH:61][N:60]=[C:59]([C:62]([CH3:63])([CH3:65])[CH3:64])[CH:58]=2)=[O:55])=[O:51])[CH:45]=[C:46]([F:48])[CH:47]=1. (6) Given the reactants [CH2:1]([C:4]1[CH:9]=[CH:8][C:7]([O:10][CH3:11])=[CH:6][CH:5]=1)[CH:2]=[CH2:3].B1(B2C3CCCC2CCC3)C2CCCC1CCC2.C[O-].[K+].[F:33][C:34]([F:65])([F:64])[C:35]1[CH:36]=[C:37]([CH:57]=[C:58]([C:60]([F:63])([F:62])[F:61])[CH:59]=1)[CH2:38][N:39]([CH3:56])[C:40](=[O:55])[C:41]1[C:46]([C:47]2[CH:52]=[CH:51][CH:50]=[CH:49][C:48]=2[CH3:53])=[CH:45][C:44](I)=[N:43][CH:42]=1.[Cl-].C(C1C=CC=C(C(C)C)C=1[N+]1C=CN(C2C(C(C)C)=CC=CC=2C(C)C)C=1)(C)C, predict the reaction product. The product is: [F:62][C:60]([F:61])([F:63])[C:58]1[CH:57]=[C:37]([CH:36]=[C:35]([C:34]([F:65])([F:64])[F:33])[CH:59]=1)[CH2:38][N:39]([CH3:56])[C:40](=[O:55])[C:41]1[C:46]([C:47]2[CH:52]=[CH:51][CH:50]=[CH:49][C:48]=2[CH3:53])=[CH:45][C:44]([CH2:3][CH2:2][CH2:1][C:4]2[CH:9]=[CH:8][C:7]([O:10][CH3:11])=[CH:6][CH:5]=2)=[N:43][CH:42]=1. (7) Given the reactants [N+:1]([C:4]1[CH:23]=[CH:22][C:7]([O:8][C:9]2[CH:14]=[CH:13][C:12]([CH2:15][CH2:16][C:17]([O:19][CH2:20][CH3:21])=[O:18])=[CH:11][CH:10]=2)=[CH:6][CH:5]=1)([O-])=O, predict the reaction product. The product is: [NH2:1][C:4]1[CH:5]=[CH:6][C:7]([O:8][C:9]2[CH:14]=[CH:13][C:12]([CH2:15][CH2:16][C:17]([O:19][CH2:20][CH3:21])=[O:18])=[CH:11][CH:10]=2)=[CH:22][CH:23]=1.